Dataset: Forward reaction prediction with 1.9M reactions from USPTO patents (1976-2016). Task: Predict the product of the given reaction. (1) Given the reactants [CH3:1][C:2]1[CH:7]=[C:6]([CH3:8])[NH:5][C:4](=[O:9])[C:3]=1[CH2:10][NH:11][C:12]([C:14]1[C:15]2[C:16]([CH3:34])=[CH:17][N:18]([CH:31]([CH3:33])[CH3:32])[C:19]=2[CH:20]=[C:21]([C:23]2[CH:24]=[N:25][C:26]([CH:29]=O)=[CH:27][CH:28]=2)[CH:22]=1)=[O:13].[NH:35]1[CH2:39][CH2:38][CH2:37][CH2:36]1.S([O-])([O-])(=O)=O.[Na+].[Na+].[BH4-].[Na+], predict the reaction product. The product is: [CH3:1][C:2]1[CH:7]=[C:6]([CH3:8])[NH:5][C:4](=[O:9])[C:3]=1[CH2:10][NH:11][C:12]([C:14]1[C:15]2[C:16]([CH3:34])=[CH:17][N:18]([CH:31]([CH3:33])[CH3:32])[C:19]=2[CH:20]=[C:21]([C:23]2[CH:24]=[N:25][C:26]([CH2:29][N:35]3[CH2:39][CH2:38][CH2:37][CH2:36]3)=[CH:27][CH:28]=2)[CH:22]=1)=[O:13]. (2) Given the reactants [N+:1]([C:4]1[CH:5]=[C:6]([CH:10]=[C:11]2[CH2:20][CH2:19][C:14]3(OCC[O:15]3)[CH2:13][CH2:12]2)[CH:7]=[CH:8][CH:9]=1)([O-:3])=[O:2].Cl, predict the reaction product. The product is: [N+:1]([C:4]1[CH:5]=[C:6]([CH:10]=[C:11]2[CH2:20][CH2:19][C:14](=[O:15])[CH2:13][CH2:12]2)[CH:7]=[CH:8][CH:9]=1)([O-:3])=[O:2]. (3) Given the reactants Br[C:2]1[CH:7]=[C:6]([Cl:8])[CH:5]=[CH:4][C:3]=1[C:9]([N:11]1[CH2:16][CH2:15][N:14]([C:17]2[C:22]([CH3:23])=[CH:21][C:20]([CH3:24])=[CH:19][N:18]=2)[CH2:13][CH2:12]1)=[O:10].[CH3:25][N:26]1[CH2:30][CH2:29][NH:28][C:27]1=[O:31], predict the reaction product. The product is: [Cl:8][C:6]1[CH:5]=[CH:4][C:3]([C:9]([N:11]2[CH2:16][CH2:15][N:14]([C:17]3[C:22]([CH3:23])=[CH:21][C:20]([CH3:24])=[CH:19][N:18]=3)[CH2:13][CH2:12]2)=[O:10])=[C:2]([N:28]2[CH2:29][CH2:30][N:26]([CH3:25])[C:27]2=[O:31])[CH:7]=1. (4) The product is: [Cl:1][C:2]1[C:3]([CH3:12])=[C:4]2[C:8](=[CH:9][CH:10]=1)[NH:7][C:6](=[O:11])[C:5]2=[CH:23][C:22]1[NH:21][CH:20]=[C:19]2[C:14](=[O:13])[O:15][CH2:16][CH2:17][C:18]=12. Given the reactants [Cl:1][C:2]1[C:3]([CH3:12])=[C:4]2[C:8](=[CH:9][CH:10]=1)[NH:7][C:6](=[O:11])[CH2:5]2.[O:13]=[C:14]1[C:19]2=[CH:20][NH:21][C:22]([CH:23]=O)=[C:18]2[CH2:17][CH2:16][O:15]1, predict the reaction product.